Dataset: Forward reaction prediction with 1.9M reactions from USPTO patents (1976-2016). Task: Predict the product of the given reaction. (1) Given the reactants COC1C=CC(C[NH:8][C:9]2[N:14]=[C:13]([CH2:15][CH2:16][CH3:17])[N:12]([C:18]3[CH:23]=[CH:22][C:21]([O:24][CH2:25][C:26]([F:29])([F:28])[F:27])=[CH:20][CH:19]=3)[C:11](=[O:30])[CH:10]=2)=CC=1, predict the reaction product. The product is: [NH2:8][C:9]1[N:14]=[C:13]([CH2:15][CH2:16][CH3:17])[N:12]([C:18]2[CH:19]=[CH:20][C:21]([O:24][CH2:25][C:26]([F:29])([F:27])[F:28])=[CH:22][CH:23]=2)[C:11](=[O:30])[CH:10]=1. (2) Given the reactants [NH2:1][C@H:2]1[CH2:8][CH:7]=[CH:6][C@@H:5]([C:9]2[CH:14]=[CH:13][C:12]([O:15][CH3:16])=[CH:11][CH:10]=2)[N:4]([CH2:17][CH:18]2[CH2:20][CH2:19]2)[C:3]1=[O:21].[OH:22][C@@H:23]([CH2:35][CH:36]([CH3:38])[CH3:37])[C:24]([NH:26][C@H:27]([C:32](O)=[O:33])[CH2:28][CH:29]([CH3:31])[CH3:30])=[O:25].CCN=C=NCCCN(C)C.Cl.CN1CCOCC1, predict the reaction product. The product is: [CH:18]1([CH2:17][N:4]2[C@H:5]([C:9]3[CH:14]=[CH:13][C:12]([O:15][CH3:16])=[CH:11][CH:10]=3)[CH:6]=[CH:7][CH2:8][C@H:2]([NH:1][C:32](=[O:33])[C@H:27]([CH2:28][CH:29]([CH3:31])[CH3:30])[NH:26][C:24](=[O:25])[C@@H:23]([OH:22])[CH2:35][CH:36]([CH3:37])[CH3:38])[C:3]2=[O:21])[CH2:19][CH2:20]1. (3) Given the reactants [NH2:1][C:2]1[C:3](Cl)=[N:4][CH:5]=[N:6][C:7]=1[Cl:8].C(N(CC)CC)C.[CH2:17]([NH2:24])[C:18]1[CH:23]=[CH:22][CH:21]=[CH:20][CH:19]=1, predict the reaction product. The product is: [NH2:1][C:2]1[C:7]([Cl:8])=[N:6][CH:5]=[N:4][C:3]=1[NH:24][CH2:17][C:18]1[CH:23]=[CH:22][CH:21]=[CH:20][CH:19]=1. (4) Given the reactants [F:1][C:2]1[CH:3]=[CH:4][C:5]([CH2:8][O:9][C:10]2[CH:15]=[CH:14][N:13]([C:16]3[CH:17]=[CH:18][C:19]4[O:29][C:28]5[CH2:27][CH2:26][CH2:25][N:24](C(OC(C)(C)C)=O)[CH2:23][C:22]=5[C:20]=4[CH:21]=3)[C:12](=[O:37])[CH:11]=2)=[N:6][CH:7]=1.[ClH:38], predict the reaction product. The product is: [ClH:38].[F:1][C:2]1[CH:3]=[CH:4][C:5]([CH2:8][O:9][C:10]2[CH:15]=[CH:14][N:13]([C:16]3[CH:17]=[CH:18][C:19]4[O:29][C:28]5[CH2:27][CH2:26][CH2:25][NH:24][CH2:23][C:22]=5[C:20]=4[CH:21]=3)[C:12](=[O:37])[CH:11]=2)=[N:6][CH:7]=1. (5) Given the reactants C(O[CH2:4][NH:5][C:6]1[N:27]=[CH:26][CH:25]=[CH:24][C:7]=1[C:8]([NH:10][CH2:11][C:12]1[S:13][C:14]([O:17][C:18]2[CH:23]=[CH:22][CH:21]=[CH:20][CH:19]=2)=[CH:15][CH:16]=1)=[O:9])C.[BH4-].[Na+].O, predict the reaction product. The product is: [CH3:4][NH:5][C:6]1[N:27]=[CH:26][CH:25]=[CH:24][C:7]=1[C:8]([NH:10][CH2:11][C:12]1[S:13][C:14]([O:17][C:18]2[CH:23]=[CH:22][CH:21]=[CH:20][CH:19]=2)=[CH:15][CH:16]=1)=[O:9]. (6) Given the reactants COC[O:4][C:5]1[CH:10]=[C:9]([O:11]COC)[CH:8]=[CH:7][C:6]=1[CH:15]1[CH2:20][CH2:19][CH2:18][C:17](=[O:21])[CH2:16]1, predict the reaction product. The product is: [OH:4][C:5]1[CH:10]=[C:9]([OH:11])[CH:8]=[CH:7][C:6]=1[CH:15]1[CH2:20][CH2:19][CH2:18][C:17](=[O:21])[CH2:16]1. (7) Given the reactants O=P12OP3(OP(OP(O3)(O1)=O)(=O)O2)=O.FC(F)(F)C(O)=O.C(OC([C:29]1[CH:33]=[C:32]([CH2:34][N:35]2[CH2:40][CH2:39][O:38][CH2:37][CH2:36]2)[S:31][C:30]=1[N:41]([CH:43]=[C:44]([C:50]([O:52][CH2:53][CH3:54])=[O:51])[C:45]([O:47]CC)=O)[CH3:42])=O)(C)(C)C, predict the reaction product. The product is: [CH3:42][N:41]1[CH:43]=[C:44]([C:50]([O:52][CH2:53][CH3:54])=[O:51])[C:45](=[O:47])[C:29]2[CH:33]=[C:32]([CH2:34][N:35]3[CH2:36][CH2:37][O:38][CH2:39][CH2:40]3)[S:31][C:30]1=2.